Dataset: Full USPTO retrosynthesis dataset with 1.9M reactions from patents (1976-2016). Task: Predict the reactants needed to synthesize the given product. The reactants are: [CH:1]1([NH:7][C:8]2[N:13]=[CH:12][N:11]=[C:10]([C:14]([OH:16])=O)[CH:9]=2)[CH2:6][CH2:5][CH2:4][CH2:3][CH2:2]1.[NH2:17][C:18]1[CH:23]=[CH:22][C:21]([OH:24])=[CH:20][C:19]=1[F:25]. Given the product [CH:1]1([NH:7][C:8]2[N:13]=[CH:12][N:11]=[C:10]([C:14]([NH:17][C:18]3[CH:23]=[CH:22][C:21]([OH:24])=[CH:20][C:19]=3[F:25])=[O:16])[CH:9]=2)[CH2:2][CH2:3][CH2:4][CH2:5][CH2:6]1, predict the reactants needed to synthesize it.